This data is from Full USPTO retrosynthesis dataset with 1.9M reactions from patents (1976-2016). The task is: Predict the reactants needed to synthesize the given product. (1) Given the product [Cl:17][CH:18]([CH3:22])[C:19]([NH:1][C:2]1[CH:7]=[CH:6][C:5]([C:8]#[N:9])=[CH:4][N:3]=1)=[O:20], predict the reactants needed to synthesize it. The reactants are: [NH2:1][C:2]1[CH:7]=[CH:6][C:5]([C:8]#[N:9])=[CH:4][N:3]=1.C(N(CC)CC)C.[Cl:17][CH:18]([CH3:22])[C:19](Cl)=[O:20]. (2) Given the product [CH3:20][O:19][C:18]1[CH:17]=[C:16]([O:21][CH3:22])[CH:15]=[C:14]([O:23][CH3:24])[C:13]=1[CH2:12][C:11]([NH:10][C:6]1[CH:5]=[C:4]([CH:9]=[CH:8][CH:7]=1)[C:3]([OH:26])=[O:2])=[O:25], predict the reactants needed to synthesize it. The reactants are: C[O:2][C:3](=[O:26])[C:4]1[CH:9]=[CH:8][CH:7]=[C:6]([NH:10][C:11](=[O:25])[CH2:12][C:13]2[C:18]([O:19][CH3:20])=[CH:17][C:16]([O:21][CH3:22])=[CH:15][C:14]=2[O:23][CH3:24])[CH:5]=1.[Li+].[OH-].Cl. (3) The reactants are: O.[NH2:2]N.[CH3:4][O:5][C:6]1[CH:23]=[CH:22][C:9]([CH2:10][N:11]2[CH:15]=[C:14]([N+:16]([O-:18])=[O:17])[C:13]([N+:19]([O-])=O)=[N:12]2)=[CH:8][CH:7]=1. Given the product [CH3:4][O:5][C:6]1[CH:23]=[CH:22][C:9]([CH2:10][N:11]2[CH:15]=[C:14]([N+:16]([O-:18])=[O:17])[C:13]([NH:19][NH2:2])=[N:12]2)=[CH:8][CH:7]=1, predict the reactants needed to synthesize it. (4) The reactants are: [CH3:1][N:2]([CH3:32])[C:3]([C:5]1[N:26]([CH:27]2[CH2:31][CH2:30][CH2:29][CH2:28]2)[C:8]2[N:9]=[C:10]([NH:13][C:14]3[N:19]=[CH:18][C:17]([CH:20]4[CH2:25][CH2:24][NH:23][CH2:22][CH2:21]4)=[CH:16][CH:15]=3)[N:11]=[CH:12][C:7]=2[CH:6]=1)=[O:4].[BH-](OC(C)=O)(OC(C)=O)OC(C)=O.[Na+].ClCCl.[CH3:50][C:51]([CH3:53])=O. Given the product [CH3:1][N:2]([CH3:32])[C:3]([C:5]1[N:26]([CH:27]2[CH2:31][CH2:30][CH2:29][CH2:28]2)[C:8]2[N:9]=[C:10]([NH:13][C:14]3[N:19]=[CH:18][C:17]([CH:20]4[CH2:25][CH2:24][N:23]([CH:51]([CH3:53])[CH3:50])[CH2:22][CH2:21]4)=[CH:16][CH:15]=3)[N:11]=[CH:12][C:7]=2[CH:6]=1)=[O:4], predict the reactants needed to synthesize it. (5) Given the product [F:9][CH:8]([F:10])[C:7](=[O:6])[CH2:12][C:11]([O:14][CH2:15][CH3:16])=[O:13], predict the reactants needed to synthesize it. The reactants are: [H-].[Na+].C([O:6][CH2:7][CH:8]([F:10])[F:9])(=O)C.[C:11]([O:14][CH2:15][CH3:16])(=[O:13])[CH3:12].S(=O)(=O)(O)O. (6) The reactants are: [NH2:1][CH2:2][CH2:3][O:4][C:5]1[CH:33]=[C:32]([O:34][CH3:35])[CH:31]=[CH:30][C:6]=1[C:7]([NH:9][C:10]1[CH:26]=[C:25]([N+:27]([O-:29])=[O:28])[CH:24]=[CH:23][C:11]=1[C:12]([NH:14][C:15]1[CH:20]=[CH:19][C:18]([O:21][CH3:22])=[CH:17][CH:16]=1)=[O:13])=[O:8].[S:36]1[CH:40]=[CH:39][CH:38]=[C:37]1[C:41](O)=[O:42]. Given the product [CH3:35][O:34][C:32]1[CH:31]=[CH:30][C:6]([C:7]([NH:9][C:10]2[CH:26]=[C:25]([N+:27]([O-:29])=[O:28])[CH:24]=[CH:23][C:11]=2[C:12]([NH:14][C:15]2[CH:20]=[CH:19][C:18]([O:21][CH3:22])=[CH:17][CH:16]=2)=[O:13])=[O:8])=[C:5]([O:4][CH2:3][CH2:2][NH:1][C:41]([C:37]2[S:36][CH:40]=[CH:39][CH:38]=2)=[O:42])[CH:33]=1, predict the reactants needed to synthesize it.